Predict the product of the given reaction. From a dataset of Forward reaction prediction with 1.9M reactions from USPTO patents (1976-2016). (1) Given the reactants N[C:2]1[N:7]=[CH:6][C:5]([C:8]2[CH:13]=[CH:12][C:11]([C:14]3[N:15]([C:30]4[CH:35]=[CH:34][C:33]([Cl:36])=[CH:32][CH:31]=4)[C:16](=[O:29])[C:17]4[N:18]=[CH:19][N:20]([C:23]5[CH:28]=[CH:27][CH:26]=[CH:25][CH:24]=5)[C:21]=4[N:22]=3)=[CH:10][CH:9]=2)=[CH:4][CH:3]=1.N([O-])=[O:38].[Na+].OS(O)(=O)=O.C([O-])([O-])=O.[Na+].[Na+], predict the reaction product. The product is: [Cl:36][C:33]1[CH:34]=[CH:35][C:30]([N:15]2[C:16](=[O:29])[C:17]3[N:18]=[CH:19][N:20]([C:23]4[CH:24]=[CH:25][CH:26]=[CH:27][CH:28]=4)[C:21]=3[N:22]=[C:14]2[C:11]2[CH:12]=[CH:13][C:8]([C:5]3[CH:4]=[CH:3][C:2](=[O:38])[NH:7][CH:6]=3)=[CH:9][CH:10]=2)=[CH:31][CH:32]=1. (2) Given the reactants C[O:2][C:3](=[O:33])[C:4]([C:7]1[CH:8]=[CH:9][C:10]2[NH:16][C:15]3[CH:17]=[C:18]([C:21]4[CH:30]=[CH:29][CH:28]=[C:27]5[C:22]=4[CH:23]=[CH:24][N:25]=[CH:26]5)[CH:19]=[CH:20][C:14]=3[C:13](=[O:31])[NH:12][C:11]=2[CH:32]=1)([CH3:6])[CH3:5].O[Li].O, predict the reaction product. The product is: [CH:26]1[C:27]2[C:22](=[C:21]([C:18]3[CH:19]=[CH:20][C:14]4[C:13](=[O:31])[NH:12][C:11]5[CH:32]=[C:7]([C:4]([CH3:5])([CH3:6])[C:3]([OH:33])=[O:2])[CH:8]=[CH:9][C:10]=5[NH:16][C:15]=4[CH:17]=3)[CH:30]=[CH:29][CH:28]=2)[CH:23]=[CH:24][N:25]=1. (3) Given the reactants [CH3:1][C:2]1[N:7]2[N:8]=[C:9]([NH2:11])[N:10]=[C:6]2[CH:5]=[CH:4][C:3]=1[CH3:12].Br[C:14]1[CH:19]=[CH:18][C:17]([N:20]2[CH:24]=[C:23]([CH3:25])[N:22]=[CH:21]2)=[C:16]([O:26][CH3:27])[CH:15]=1.C(Cl)Cl, predict the reaction product. The product is: [CH3:1][C:2]1[N:7]2[N:8]=[C:9]([NH:11][C:14]3[CH:19]=[CH:18][C:17]([N:20]4[CH:24]=[C:23]([CH3:25])[N:22]=[CH:21]4)=[C:16]([O:26][CH3:27])[CH:15]=3)[N:10]=[C:6]2[CH:5]=[CH:4][C:3]=1[CH3:12].